Dataset: Reaction yield outcomes from USPTO patents with 853,638 reactions. Task: Predict the reaction yield, written as a fraction of the theoretical maximum amount of product (1.0 means a 100% yield; for example, 0.34 means a 34% yield). The reactants are C[O:2][C:3]([C@@H:5]1[CH2:8][CH2:7][N:6]1[C:9]1[C:18]([N+:19]([O-])=O)=[CH:17][C:12]([C:13]([O:15][CH3:16])=[O:14])=[CH:11][N:10]=1)=O.P(OC1C=CC=CC=1)(OC1C=CC=CC=1)OC1C=CC=CC=1. The catalyst is ClCCl.[NH4+].[O-][V](=O)=O.[Pt]. The product is [O:2]=[C:3]1[NH:19][C:18]2[CH:17]=[C:12]([C:13]([O:15][CH3:16])=[O:14])[CH:11]=[N:10][C:9]=2[N:6]2[CH2:7][CH2:8][C@@H:5]12. The yield is 0.820.